This data is from Full USPTO retrosynthesis dataset with 1.9M reactions from patents (1976-2016). The task is: Predict the reactants needed to synthesize the given product. (1) The reactants are: Cl.Cl.C1(NC(C2C3C=C(C4C([Cl:24])=CN=C(NCCC5CCN(C)CC5)N=4)SC=3C=CC=2)=O)CC1.[CH:35]1([NH:38][C:39]([C:41]2[C:49]3[CH:48]=[C:47]([C:50]4[C:55]([Cl:56])=[CH:54][N:53]=[C:52]([NH:57][CH2:58][CH2:59][CH2:60][CH:61]5[CH2:66][CH2:65][CH2:64][N:63]([CH3:67])[CH2:62]5)[N:51]=4)[S:46][C:45]=3[CH:44]=[CH:43][CH:42]=2)=[O:40])[CH2:37][CH2:36]1. Given the product [ClH:24].[ClH:56].[CH:35]1([NH:38][C:39]([C:41]2[C:49]3[CH:48]=[C:47]([C:50]4[C:55]([Cl:56])=[CH:54][N:53]=[C:52]([NH:57][CH2:58][CH2:59][CH2:60][CH:61]5[CH2:66][CH2:65][CH2:64][N:63]([CH3:67])[CH2:62]5)[N:51]=4)[S:46][C:45]=3[CH:44]=[CH:43][CH:42]=2)=[O:40])[CH2:36][CH2:37]1, predict the reactants needed to synthesize it. (2) The reactants are: [Cl:1][C:2]1[CH:3]=[CH:4][C:5]([C:28]([F:31])([F:30])[F:29])=[C:6]([CH:27]=1)[CH2:7][N:8]1[CH2:13][CH2:12][NH:11][C:10]2[N:14]=[CH:15][C:16]([C:18]3[CH:19]=[C:20]([CH:24]=[CH:25][CH:26]=3)[C:21]([OH:23])=O)=[CH:17][C:9]1=2.[NH:32]1[CH2:37][CH2:36][O:35][CH2:34][CH2:33]1. Given the product [Cl:1][C:2]1[CH:3]=[CH:4][C:5]([C:28]([F:29])([F:30])[F:31])=[C:6]([CH:27]=1)[CH2:7][N:8]1[CH2:13][CH2:12][NH:11][C:10]2[N:14]=[CH:15][C:16]([C:18]3[CH:19]=[C:20]([C:21]([N:32]4[CH2:37][CH2:36][O:35][CH2:34][CH2:33]4)=[O:23])[CH:24]=[CH:25][CH:26]=3)=[CH:17][C:9]1=2, predict the reactants needed to synthesize it.